Predict which catalyst facilitates the given reaction. From a dataset of Catalyst prediction with 721,799 reactions and 888 catalyst types from USPTO. (1) Product: [C:1]1([C:7]2[O:11][N:10]=[C:9]([C:12]([NH:40][CH2:41][CH2:42][CH2:43][CH2:44][C:45]([O:47][CH3:48])=[O:46])=[O:14])[CH:8]=2)[CH:2]=[CH:3][CH:4]=[CH:5][CH:6]=1. The catalyst class is: 3. Reactant: [C:1]1([C:7]2[O:11][N:10]=[C:9]([C:12]([OH:14])=O)[CH:8]=2)[CH:6]=[CH:5][CH:4]=[CH:3][CH:2]=1.CN(C(ON1N=NC2C=CC=NC1=2)=[N+](C)C)C.F[P-](F)(F)(F)(F)F.Cl.[NH2:40][CH2:41][CH2:42][CH2:43][CH2:44][C:45]([O:47][CH3:48])=[O:46].CCN(C(C)C)C(C)C. (2) Reactant: [Cl:1][C:2]1[N:7]=[C:6]2[CH2:8][NH:9][CH2:10][C:5]2=[CH:4][CH:3]=1.C(=O)(O)[O-].[Na+].[CH3:16][C:17]([O:20][C:21](O[C:21]([O:20][C:17]([CH3:19])([CH3:18])[CH3:16])=[O:22])=[O:22])([CH3:19])[CH3:18]. Product: [Cl:1][C:2]1[N:7]=[C:6]2[CH2:8][N:9]([C:21]([O:20][C:17]([CH3:19])([CH3:18])[CH3:16])=[O:22])[CH2:10][C:5]2=[CH:4][CH:3]=1. The catalyst class is: 38.